The task is: Predict the reactants needed to synthesize the given product.. This data is from Full USPTO retrosynthesis dataset with 1.9M reactions from patents (1976-2016). Given the product [CH2:17]([N:3]1[CH2:10][CH2:9][CH2:8][CH2:7][CH2:6][CH2:5][C:4]1=[O:11])[CH2:16][CH2:15][CH:14]=[CH2:13], predict the reactants needed to synthesize it. The reactants are: [H-].[Na+].[NH:3]1[CH2:10][CH2:9][CH2:8][CH2:7][CH2:6][CH2:5][C:4]1=[O:11].Br[CH2:13][CH2:14][CH2:15][CH:16]=[CH2:17].